The task is: Regression. Given a peptide amino acid sequence and an MHC pseudo amino acid sequence, predict their binding affinity value. This is MHC class II binding data.. This data is from Peptide-MHC class II binding affinity with 134,281 pairs from IEDB. (1) The peptide sequence is KIGIGVLLTWIGLNS. The MHC is DRB5_0101 with pseudo-sequence DRB5_0101. The binding affinity (normalized) is 0.213. (2) The peptide sequence is YTKKEAFNVENGNAT. The MHC is HLA-DQA10501-DQB10201 with pseudo-sequence HLA-DQA10501-DQB10201. The binding affinity (normalized) is 0. (3) The MHC is DRB1_0701 with pseudo-sequence DRB1_0701. The peptide sequence is YFPPPAAKEDFLGCL. The binding affinity (normalized) is 0.0382. (4) The peptide sequence is VVAPQLPADLMIRII. The MHC is DRB1_0701 with pseudo-sequence DRB1_0701. The binding affinity (normalized) is 0.448. (5) The peptide sequence is VVIEELFNRIPETSV. The MHC is H-2-IAb with pseudo-sequence H-2-IAb. The binding affinity (normalized) is 0.0487. (6) The peptide sequence is EITGIMKDLDEPGHL. The MHC is HLA-DQA10104-DQB10503 with pseudo-sequence HLA-DQA10104-DQB10503. The binding affinity (normalized) is 0.189.